From a dataset of Reaction yield outcomes from USPTO patents with 853,638 reactions. Predict the reaction yield, written as a fraction of the theoretical maximum amount of product (1.0 means a 100% yield; for example, 0.34 means a 34% yield). (1) The reactants are [N+:1]([C:4]1[CH:12]=[C:11]2[C:7]([CH:8]=[CH:9][NH:10]2)=[CH:6][C:5]=1[C:13]([F:16])([F:15])[F:14])([O-:3])=[O:2].[H-].[Na+].[CH3:19][O:20][CH2:21][CH2:22]Br. The product is [CH3:19][O:20][CH2:21][CH2:22][N:10]1[C:11]2[C:7](=[CH:6][C:5]([C:13]([F:16])([F:14])[F:15])=[C:4]([N+:1]([O-:3])=[O:2])[CH:12]=2)[CH:8]=[CH:9]1. The yield is 1.00. The catalyst is CN(C=O)C.C(OCC)(=O)C. (2) The reactants are Br[C:2]1[S:3][C:4]([CH:7]=[O:8])=[CH:5][N:6]=1.CC1(C)C(C)(C)OB([C:17]2[CH:21]=[CH:20][N:19](C(OC(C)(C)C)=O)[N:18]=2)O1.C([O-])([O-])=O.[Na+].[Na+].CO.C(Cl)Cl. The catalyst is C1(C)C=CC=CC=1.CCO.C1C=CC([P]([Pd]([P](C2C=CC=CC=2)(C2C=CC=CC=2)C2C=CC=CC=2)([P](C2C=CC=CC=2)(C2C=CC=CC=2)C2C=CC=CC=2)[P](C2C=CC=CC=2)(C2C=CC=CC=2)C2C=CC=CC=2)(C2C=CC=CC=2)C2C=CC=CC=2)=CC=1. The product is [NH:18]1[CH:17]=[CH:21][C:20]([C:2]2[S:3][C:4]([CH:7]=[O:8])=[CH:5][N:6]=2)=[N:19]1. The yield is 0.330.